From a dataset of Full USPTO retrosynthesis dataset with 1.9M reactions from patents (1976-2016). Predict the reactants needed to synthesize the given product. (1) The reactants are: [CH3:1][O:2][C:3]([C:5]1[CH2:6][O:7][CH2:8][CH2:9][C:10]=1[OH:11])=[O:4].C(C1C=C(C)C=C(C(C)(C)C)N=1)(C)(C)C.[F:27][C:28]([F:34])([F:33])[S:29]([O-])(=[O:31])=[O:30]. Given the product [CH3:1][O:2][C:3]([C:5]1[CH2:6][O:7][CH2:8][CH2:9][C:10]=1[O:11][S:29]([C:28]([F:34])([F:33])[F:27])(=[O:31])=[O:30])=[O:4], predict the reactants needed to synthesize it. (2) Given the product [CH2:14]([O:16][C:17]([C:19]1[N:20]([C:39]2[CH:40]=[CH:41][C:36]([O:35][CH:30]([CH3:34])[CH3:31])=[CH:37][CH:38]=2)[C:21]2[C:26]([C:27]=1[Cl:28])=[CH:25][C:24]([Br:29])=[CH:23][CH:22]=2)=[O:18])[CH3:15], predict the reactants needed to synthesize it. The reactants are: CCN(CC)CC.N1C=CC=CC=1.[CH2:14]([O:16][C:17]([C:19]1[NH:20][C:21]2[C:26]([C:27]=1[Cl:28])=[CH:25][C:24]([Br:29])=[CH:23][CH:22]=2)=[O:18])[CH3:15].[CH:30]1([O:35][C:36]2[CH:41]=[CH:40][C:39](B(O)O)=[CH:38][CH:37]=2)[CH2:34]CC[CH2:31]1. (3) Given the product [C:4]([CH2:3][CH2:2][C:1]([O:25][CH2:24][C@H:23]1[O:22][C@H:19]([O:20][CH3:21])[C@H:18]([O:26][C:45](=[O:59])[CH2:46][CH2:47][CH2:48][CH2:49][CH2:50][CH2:51][CH2:52][CH2:53][CH2:54][CH2:55][CH2:56][CH2:57][CH3:58])[C@@H:17]([O:27][C:28](=[O:42])[CH2:29][CH2:30][CH2:31][CH2:32][CH2:33][CH2:34][CH2:35][CH2:36][CH2:37][CH2:38][CH2:39][CH2:40][CH3:41])[C@@H:16]1[O:15][CH2:14][C:13]1[CH:12]=[CH:11][C:10]([O:9][CH3:8])=[CH:44][CH:43]=1)=[O:7])([OH:6])=[O:5], predict the reactants needed to synthesize it. The reactants are: [C:1]1(=[O:7])[O:6][C:4](=[O:5])[CH2:3][CH2:2]1.[CH3:8][O:9][C:10]1[CH:44]=[CH:43][C:13]([CH2:14][O:15][C@@H:16]2[C@@H:23]([CH2:24][OH:25])[O:22][C@H:19]([O:20][CH3:21])[C@H:18]([OH:26])[C@H:17]2[O:27][C:28](=[O:42])[CH2:29][CH2:30][CH2:31][CH2:32][CH2:33][CH2:34][CH2:35][CH2:36][CH2:37][CH2:38][CH2:39][CH2:40][CH3:41])=[CH:12][CH:11]=1.[C:45](Cl)(=[O:59])[CH2:46][CH2:47][CH2:48][CH2:49][CH2:50][CH2:51][CH2:52][CH2:53][CH2:54][CH2:55][CH2:56][CH2:57][CH3:58]. (4) Given the product [F:1][C:2]1[CH:3]=[CH:4][C:5]([N:8]2[C:16]3[C:11](=[CH:12][C:13]([C:17]([C:19]4[CH:20]=[CH:21][CH:22]=[CH:23][CH:24]=4)=[O:18])=[CH:14][CH:15]=3)[CH:10]=[N:9]2)=[CH:6][CH:7]=1, predict the reactants needed to synthesize it. The reactants are: [F:1][C:2]1[CH:7]=[CH:6][C:5]([N:8]2[C:16]3[C:11](=[CH:12][C:13]([CH:17]([C:19]4[CH:24]=[CH:23][CH:22]=[CH:21][CH:20]=4)[OH:18])=[CH:14][CH:15]=3)[CH:10]=[N:9]2)=[CH:4][CH:3]=1.CC(OI1(OC(C)=O)(OC(C)=O)OC(=O)C2C=CC=CC1=2)=O. (5) Given the product [Cl:1][C:2]1[CH:3]=[C:4]([C:10]([F:13])([F:11])[F:12])[C:5]([CH2:8][O:9][CH3:14])=[CH:6][N:7]=1, predict the reactants needed to synthesize it. The reactants are: [Cl:1][C:2]1[N:7]=[CH:6][C:5]([CH2:8][OH:9])=[C:4]([C:10]([F:13])([F:12])[F:11])[CH:3]=1.[CH3:14]C([O-])(C)C.[K+].CI.CCOC(C)=O. (6) Given the product [F:27][C:2]1[CH:3]=[CH:4][CH:5]=[CH:6][C:7]=1[CH3:8].[CH3:9][N:10]([CH3:14])[SH:11](=[O:13])=[O:12], predict the reactants needed to synthesize it. The reactants are: N[C:2]1[CH:3]=[CH:4][CH:5]=[CH:6][C:7]=1[CH3:8].[CH3:9][N:10]([CH3:14])[SH:11](=[O:13])=[O:12].N(OC(C)(C)C)=O.O1CCCC1.[F-:27].[NH+]1C=CC=CC=1.